From a dataset of Reaction yield outcomes from USPTO patents with 853,638 reactions. Predict the reaction yield, written as a fraction of the theoretical maximum amount of product (1.0 means a 100% yield; for example, 0.34 means a 34% yield). (1) The reactants are [F:1][C:2]1[C:10]([O:11]C)=[CH:9][CH:8]=[C:7]2[C:3]=1[CH:4]=[C:5]([CH3:13])[NH:6]2.B(Br)(Br)Br. The catalyst is C(Cl)Cl. The product is [F:1][C:2]1[C:10]([OH:11])=[CH:9][CH:8]=[C:7]2[C:3]=1[CH:4]=[C:5]([CH3:13])[NH:6]2. The yield is 0.700. (2) The reactants are [C:1]([C:4]1[CH:36]=[CH:35][C:7]2[NH:8][C:9]([C:11]3[CH:12]=[C:13]([CH:27]([CH2:31][C:32]([OH:34])=[O:33])[C:28]([OH:30])=[O:29])[CH:14]=[C:15]([C:18]4[CH:23]=[C:22]([C:24]#[N:25])[CH:21]=[CH:20][C:19]=4[OH:26])[C:16]=3[OH:17])=[N:10][C:6]=2[CH:5]=1)(=[NH:3])[NH2:2].[H][H]. The catalyst is O.Cl.[OH-].[OH-].[Pd+2]. The product is [NH2:25][CH2:24][C:22]1[CH:21]=[CH:20][C:19]([OH:26])=[C:18]([C:15]2[C:16]([OH:17])=[C:11]([C:9]3[NH:8][C:7]4[CH:35]=[CH:36][C:4]([C:1](=[NH:2])[NH2:3])=[CH:5][C:6]=4[N:10]=3)[CH:12]=[C:13]([CH:27]([CH2:31][C:32]([OH:34])=[O:33])[C:28]([OH:30])=[O:29])[CH:14]=2)[CH:23]=1. The yield is 0.220. (3) The reactants are [NH2:1][C@H:2]1[CH2:7][CH2:6][N:5]([C:8]([O:10][C:11]([CH3:14])([CH3:13])[CH3:12])=[O:9])[CH2:4][C@H:3]1[O:15][CH3:16].[Cl:17][C:18]1[N:19]=[C:20]([C:24](O)=[O:25])[NH:21][C:22]=1[CH3:23].CCN=C=NCCCN(C)C.Cl.C1C=CC2N(O)N=NC=2C=1. No catalyst specified. The product is [Cl:17][C:18]1[N:19]=[C:20]([C:24]([NH:1][C@H:2]2[CH2:7][CH2:6][N:5]([C:8]([O:10][C:11]([CH3:12])([CH3:13])[CH3:14])=[O:9])[CH2:4][C@H:3]2[O:15][CH3:16])=[O:25])[NH:21][C:22]=1[CH3:23]. The yield is 0.840. (4) The reactants are C(O[C:6]([N:8]1[CH2:13][CH2:12][CH:11]([NH:14][C:15]([C:17]2[C:21]([CH3:22])=[C:20]([C:23]3[CH:28]=[CH:27][C:26]([Cl:29])=[CH:25][CH:24]=3)[N:19]([C:30]3[CH:35]=[CH:34][C:33]([Cl:36])=[CH:32][C:31]=3[Cl:37])[N:18]=2)=[O:16])[CH2:10][CH2:9]1)=[O:7])(C)(C)C.[C:38](OC(=O)C)(=O)C. The catalyst is N1C=CC=CC=1. The product is [C:6]([N:8]1[CH2:9][CH2:10][CH:11]([NH:14][C:15]([C:17]2[C:21]([CH3:22])=[C:20]([C:23]3[CH:28]=[CH:27][C:26]([Cl:29])=[CH:25][CH:24]=3)[N:19]([C:30]3[CH:35]=[CH:34][C:33]([Cl:36])=[CH:32][C:31]=3[Cl:37])[N:18]=2)=[O:16])[CH2:12][CH2:13]1)(=[O:7])[CH3:38]. The yield is 0.810. (5) The reactants are [NH2:1][C:2]1[CH:3]=[C:4]([C:8]2[C:12]([Br:13])=[CH:11][N:10]([CH3:14])[N:9]=2)[CH:5]=[CH:6][CH:7]=1.[F:15][C:16]1[CH:21]=[CH:20][CH:19]=[CH:18][C:17]=1[CH2:22][C:23](O)=[O:24].O.ON1C2C=CC=CC=2N=N1.F[P-](F)(F)(F)(F)F.N1(OC(N(C)C)=[N+](C)C)C2C=CC=CC=2N=N1.C(N(CC)C(C)C)(C)C. The catalyst is C(Cl)(Cl)Cl.[Cl-].[Na+].O. The product is [Br:13][C:12]1[C:8]([C:4]2[CH:3]=[C:2]([NH:1][C:23](=[O:24])[CH2:22][C:17]3[CH:18]=[CH:19][CH:20]=[CH:21][C:16]=3[F:15])[CH:7]=[CH:6][CH:5]=2)=[N:9][N:10]([CH3:14])[CH:11]=1. The yield is 0.320. (6) The reactants are [N:1]1[C:14]2[C:5](=[C:6]3[C:11](=[CH:12][CH:13]=2)[CH2:10][CH2:9][C@H:8]([CH2:15][OH:16])[O:7]3)[CH:4]=[CH:3][CH:2]=1.[C:17]1([CH3:27])[CH:22]=[CH:21][C:20]([S:23](Cl)(=[O:25])=[O:24])=[CH:19][CH:18]=1. The catalyst is N1C=CC=CC=1. The product is [N:1]1[C:14]2[C:5](=[C:6]3[C:11](=[CH:12][CH:13]=2)[CH2:10][CH2:9][C@H:8]([CH2:15][O:16][S:23]([C:20]2[CH:21]=[CH:22][C:17]([CH3:27])=[CH:18][CH:19]=2)(=[O:25])=[O:24])[O:7]3)[CH:4]=[CH:3][CH:2]=1. The yield is 0.950. (7) The reactants are [CH3:1][O:2][C:3]1[CH:4]=[C:5]2[O:9][C:8]([C:10]3[N:11]=[C:12]4[N:16]([CH:17]=3)[N:15]=[C:14]([O:18][CH3:19])[S:13]4)=[CH:7][C:6]2=[C:20]([OH:22])[CH:21]=1.O[CH2:24][C:25]1[N:26]=[C:27]([C:30]2[CH:40]=[CH:39][C:33]([C:34]([N:36]([CH3:38])[CH3:37])=[O:35])=[CH:32][CH:31]=2)[S:28][CH:29]=1.C(P(CCCC)CCCC)CCC.N(C(N1CCCCC1)=O)=NC(N1CCCCC1)=O. The catalyst is O1CCCC1.C(#N)C. The product is [CH3:1][O:2][C:3]1[CH:21]=[C:20]([O:22][CH2:24][C:25]2[N:26]=[C:27]([C:30]3[CH:40]=[CH:39][C:33]([C:34]([N:36]([CH3:37])[CH3:38])=[O:35])=[CH:32][CH:31]=3)[S:28][CH:29]=2)[C:6]2[CH:7]=[C:8]([C:10]3[N:11]=[C:12]4[N:16]([CH:17]=3)[N:15]=[C:14]([O:18][CH3:19])[S:13]4)[O:9][C:5]=2[CH:4]=1. The yield is 0.660. (8) The reactants are [CH:1]1([S:4]([NH2:7])(=[O:6])=[O:5])[CH2:3][CH2:2]1.[F:8][C:9]1[CH:14]=[CH:13][C:12]([C:15]2[N:24]=[C:23]([O:25][CH:26]3[CH2:44][CH:43]4[N:28]([C:29](=[O:58])[N:30]([CH2:49][C:50]5[CH:55]=[CH:54][C:53]([O:56][CH3:57])=[CH:52][CH:51]=5)[CH2:31][CH2:32][CH2:33][CH2:34][CH2:35][CH:36]=[CH:37][CH:38]5[C:40]([C:46](O)=[O:47])([NH:41][C:42]4=[O:45])[CH2:39]5)[CH2:27]3)[C:22]3[C:17](=[C:18]([CH3:61])[C:19]([O:59][CH3:60])=[CH:20][CH:21]=3)[N:16]=2)=[CH:11][CH:10]=1. The product is [F:8][C:9]1[CH:10]=[CH:11][C:12]([C:15]2[N:24]=[C:23]([O:25][CH:26]3[CH2:44][CH:43]4[N:28]([C:29](=[O:58])[N:30]([CH2:49][C:50]5[CH:51]=[CH:52][C:53]([O:56][CH3:57])=[CH:54][CH:55]=5)[CH2:31][CH2:32][CH2:33][CH2:34][CH2:35][CH:36]=[CH:37][CH:38]5[C:40]([C:46]([NH:7][S:4]([CH:1]6[CH2:3][CH2:2]6)(=[O:6])=[O:5])=[O:47])([NH:41][C:42]4=[O:45])[CH2:39]5)[CH2:27]3)[C:22]3[C:17](=[C:18]([CH3:61])[C:19]([O:59][CH3:60])=[CH:20][CH:21]=3)[N:16]=2)=[CH:13][CH:14]=1. The yield is 0.330. No catalyst specified.